This data is from NCI-60 drug combinations with 297,098 pairs across 59 cell lines. The task is: Regression. Given two drug SMILES strings and cell line genomic features, predict the synergy score measuring deviation from expected non-interaction effect. (1) Drug 1: CS(=O)(=O)C1=CC(=C(C=C1)C(=O)NC2=CC(=C(C=C2)Cl)C3=CC=CC=N3)Cl. Drug 2: C1CCC(C(C1)N)N.C(=O)(C(=O)[O-])[O-].[Pt+4]. Cell line: A549. Synergy scores: CSS=14.3, Synergy_ZIP=-4.81, Synergy_Bliss=0.564, Synergy_Loewe=-3.67, Synergy_HSA=1.42. (2) Drug 1: C1=CC(=CC=C1CCCC(=O)O)N(CCCl)CCCl. Drug 2: C(CC(=O)O)C(=O)CN.Cl. Cell line: HOP-62. Synergy scores: CSS=10.3, Synergy_ZIP=-1.58, Synergy_Bliss=-8.89, Synergy_Loewe=-12.5, Synergy_HSA=-7.73. (3) Drug 1: CCCS(=O)(=O)NC1=C(C(=C(C=C1)F)C(=O)C2=CNC3=C2C=C(C=N3)C4=CC=C(C=C4)Cl)F. Drug 2: C1CCN(CC1)CCOC2=CC=C(C=C2)C(=O)C3=C(SC4=C3C=CC(=C4)O)C5=CC=C(C=C5)O. Cell line: HL-60(TB). Synergy scores: CSS=-25.3, Synergy_ZIP=9.43, Synergy_Bliss=4.68, Synergy_Loewe=-9.90, Synergy_HSA=-10.7. (4) Drug 1: CC(C1=C(C=CC(=C1Cl)F)Cl)OC2=C(N=CC(=C2)C3=CN(N=C3)C4CCNCC4)N. Drug 2: CC1CCCC2(C(O2)CC(NC(=O)CC(C(C(=O)C(C1O)C)(C)C)O)C(=CC3=CSC(=N3)C)C)C. Cell line: CCRF-CEM. Synergy scores: CSS=30.4, Synergy_ZIP=1.74, Synergy_Bliss=-0.822, Synergy_Loewe=-4.73, Synergy_HSA=-3.87. (5) Drug 1: CC(CN1CC(=O)NC(=O)C1)N2CC(=O)NC(=O)C2. Drug 2: C1=NC2=C(N=C(N=C2N1C3C(C(C(O3)CO)O)F)Cl)N. Cell line: SF-539. Synergy scores: CSS=19.5, Synergy_ZIP=-6.10, Synergy_Bliss=-0.543, Synergy_Loewe=-0.0265, Synergy_HSA=1.97. (6) Drug 1: CS(=O)(=O)C1=CC(=C(C=C1)C(=O)NC2=CC(=C(C=C2)Cl)C3=CC=CC=N3)Cl. Drug 2: C1=CN(C=N1)CC(O)(P(=O)(O)O)P(=O)(O)O. Cell line: SF-539. Synergy scores: CSS=12.0, Synergy_ZIP=-4.14, Synergy_Bliss=0.515, Synergy_Loewe=0.985, Synergy_HSA=1.84. (7) Drug 2: C1=CC=C(C(=C1)C(C2=CC=C(C=C2)Cl)C(Cl)Cl)Cl. Drug 1: C1CCC(C1)C(CC#N)N2C=C(C=N2)C3=C4C=CNC4=NC=N3. Synergy scores: CSS=8.50, Synergy_ZIP=-1.73, Synergy_Bliss=1.61, Synergy_Loewe=-4.70, Synergy_HSA=0.906. Cell line: A549.